Task: Predict the product of the given reaction.. Dataset: Forward reaction prediction with 1.9M reactions from USPTO patents (1976-2016) The product is: [CH2:1]([CH:8]1[O:12][C:11](=[O:13])[C:10]([CH:20]([C:27]2[NH:28][C:29]3[C:25]([C:26]=2[CH3:32])=[CH:24][C:23]([F:22])=[CH:31][CH:30]=3)[C:17]2[CH:18]=[CH:19][S:15][CH:16]=2)=[C:9]1[OH:14])[C:2]1[CH:3]=[CH:4][CH:5]=[CH:6][CH:7]=1. Given the reactants [CH2:1]([CH:8]1[O:12][C:11](=[O:13])[CH:10]=[C:9]1[OH:14])[C:2]1[CH:7]=[CH:6][CH:5]=[CH:4][CH:3]=1.[S:15]1[CH:19]=[CH:18][C:17]([CH:20]=O)=[CH:16]1.[F:22][C:23]1[CH:24]=[C:25]2[C:29](=[CH:30][CH:31]=1)[NH:28][CH:27]=[C:26]2[CH3:32], predict the reaction product.